Dataset: Forward reaction prediction with 1.9M reactions from USPTO patents (1976-2016). Task: Predict the product of the given reaction. (1) Given the reactants [NH3:1].[NH:2]1[C:8]2[CH:9]=[CH:10][CH:11]=[CH:12][C:7]=2[CH:6]=[CH:5][CH:4]=[N:3]1.CCOCC, predict the reaction product. The product is: [NH2:1][C:4]1[CH:5]=[CH:6][C:7]2[CH:12]=[CH:11][CH:10]=[CH:9][C:8]=2[NH:2][N:3]=1. (2) Given the reactants [C:1]([CH:4]1[CH2:9][CH2:8][N:7]([C:10]([O:12][C:13]([CH3:16])([CH3:15])[CH3:14])=[O:11])[CH2:6][CH2:5]1)(=[O:3])[CH3:2].[C:17](=O)([O:21]CC)[O:18][CH2:19][CH3:20], predict the reaction product. The product is: [CH2:19]([O:18][C:17](=[O:21])[CH2:2][C:1]([CH:4]1[CH2:5][CH2:6][N:7]([C:10]([O:12][C:13]([CH3:16])([CH3:15])[CH3:14])=[O:11])[CH2:8][CH2:9]1)=[O:3])[CH3:20]. (3) Given the reactants [CH3:1][Si:2]([C:5]#[CH:6])([CH3:4])[CH3:3].C([Li])C[CH2:9][CH3:10].[Br:12][C:13]1[CH:26]=[CH:25][C:24]2[C:23](=O)[C:22]3[C:17](=[CH:18][CH:19]=[C:20]([Br:28])[CH:21]=3)[C:16](=O)[C:15]=2[CH:14]=1.[Sn](Cl)Cl, predict the reaction product. The product is: [Br:12][C:13]1[CH:26]=[CH:25][C:24]2[C:15](=[C:16]([C:10]#[C:9][Si:2]([CH3:4])([CH3:3])[CH3:1])[C:17]3[C:22]([C:23]=2[C:6]#[C:5][Si:2]([CH3:4])([CH3:3])[CH3:1])=[CH:21][C:20]([Br:28])=[CH:19][CH:18]=3)[CH:14]=1. (4) Given the reactants Br[C:2]1[CH:3]=[CH:4][C:5]2[C:14]3[CH2:13][CH2:12][N:11]([C:15]([O:17][C:18]([CH3:21])([CH3:20])[CH3:19])=[O:16])[CH2:10][CH2:9][C:8]=3[N:7]([CH3:22])[C:6]=2[N:23]=1.[F:24][C:25]([F:40])([F:39])[C:26]1[CH:27]=[CH:28][C:29]([C:32]2[CH:37]=[CH:36][NH:35][C:34](=[O:38])[CH:33]=2)=[N:30][CH:31]=1.C([O-])([O-])=O.[Cs+].[Cs+].OC1C=CC=C2C=1N=CC=C2, predict the reaction product. The product is: [CH3:22][N:7]1[C:8]2[CH2:9][CH2:10][N:11]([C:15]([O:17][C:18]([CH3:21])([CH3:20])[CH3:19])=[O:16])[CH2:12][CH2:13][C:14]=2[C:5]2[CH:4]=[CH:3][C:2]([N:35]3[CH:36]=[CH:37][C:32]([C:29]4[CH:28]=[CH:27][C:26]([C:25]([F:24])([F:39])[F:40])=[CH:31][N:30]=4)=[CH:33][C:34]3=[O:38])=[N:23][C:6]1=2. (5) Given the reactants [Br:1][C:2]1[CH:10]=[C:6]([C:7]([OH:9])=O)[C:5]([OH:11])=[CH:4][CH:3]=1.[Cl:12][C:13]1[CH:19]=[CH:18][C:17]([C:20]([F:23])([F:22])[F:21])=[CH:16][C:14]=1[NH2:15], predict the reaction product. The product is: [Br:1][C:2]1[CH:3]=[CH:4][C:5]([OH:11])=[C:6]([CH:10]=1)[C:7]([NH:15][C:14]1[CH:16]=[C:17]([C:20]([F:21])([F:22])[F:23])[CH:18]=[CH:19][C:13]=1[Cl:12])=[O:9]. (6) Given the reactants C1(C)C=CC(S(O)(=O)=O)=CC=1.[O:12]1[C:16]2[CH:17]=[CH:18][C:19]([CH2:21][N:22]3[CH2:27][CH2:26][CH:25]([NH:28][C:29]4[C:38]5[C:33](=[CH:34][CH:35]=[C:36]([O:39][CH3:40])[CH:37]=5)[O:32][C:31](=[O:41])[CH:30]=4)[CH2:24][CH2:23]3)=[CH:20][C:15]=2[O:14][CH2:13]1.[Cl:42]N1C(=O)CCC1=O.C(O)(=O)C, predict the reaction product. The product is: [O:12]1[C:16]2[CH:17]=[CH:18][C:19]([CH2:21][N:22]3[CH2:27][CH2:26][CH:25]([NH:28][C:29]4[C:38]5[C:33](=[CH:34][CH:35]=[C:36]([O:39][CH3:40])[CH:37]=5)[O:32][C:31](=[O:41])[C:30]=4[Cl:42])[CH2:24][CH2:23]3)=[CH:20][C:15]=2[O:14][CH2:13]1. (7) The product is: [I:1][C:2]1[C:10]2[C:5](=[N:6][CH:7]=[C:8]([NH2:11])[CH:9]=2)[N:4]([CH3:14])[N:3]=1. Given the reactants [I:1][C:2]1[C:10]2[C:5](=[N:6][CH:7]=[C:8]([N+:11]([O-])=O)[CH:9]=2)[N:4]([CH3:14])[N:3]=1.C(N(CC)CC)C.S1C=CC=C1.CN(C)C=O, predict the reaction product. (8) Given the reactants [CH:1]([OH:3])=O.[C:4](OC(=O)C)(=[O:6])C.[O:11]([CH2:18][C@@H:19]([OH:48])[CH2:20][N:21]([CH:29]([CH3:47])[CH2:30][C:31]([C:40]1[CH:45]=[CH:44][C:43]([NH2:46])=[CH:42][CH:41]=1)([C:33]1[CH:38]=[CH:37][C:36]([NH2:39])=[CH:35][CH:34]=1)[OH:32])[CH2:22][C:23]1[CH:28]=[CH:27][CH:26]=[CH:25][CH:24]=1)[C:12]1[CH:17]=[CH:16][CH:15]=[CH:14][CH:13]=1.C(=O)([O-])[O-].[K+].[K+], predict the reaction product. The product is: [O:11]([CH2:18][C@@H:19]([OH:48])[CH2:20][N:21]([CH:29]([CH3:47])[CH2:30][C:31]([C:33]1[CH:34]=[CH:35][C:36]([NH:39][CH:1]=[O:3])=[CH:37][CH:38]=1)([C:40]1[CH:45]=[CH:44][C:43]([NH:46][CH:4]=[O:6])=[CH:42][CH:41]=1)[OH:32])[CH2:22][C:23]1[CH:28]=[CH:27][CH:26]=[CH:25][CH:24]=1)[C:12]1[CH:13]=[CH:14][CH:15]=[CH:16][CH:17]=1. (9) Given the reactants [Cl:1][C:2]1[CH:3]=[CH:4][C:5]([NH:8][C:9]([C:11]2[CH:16]=[C:15]([Cl:17])[CH:14]=[CH:13][C:12]=2[NH:18][C:19]([C:21]2[CH:26]=[CH:25][C:24]([S:27]([CH2:30][CH2:31][OH:32])(=[NH:29])=[O:28])=[CH:23][CH:22]=2)=[O:20])=[O:10])=[N:6][CH:7]=1.N1C=CC=CC=1.[C:39](Cl)(=[O:41])[CH3:40], predict the reaction product. The product is: [Cl:1][C:2]1[CH:3]=[CH:4][C:5]([NH:8][C:9]([C:11]2[CH:16]=[C:15]([Cl:17])[CH:14]=[CH:13][C:12]=2[NH:18][C:19]([C:21]2[CH:26]=[CH:25][C:24]([S:27]([CH2:30][CH2:31][OH:32])(=[N:29][C:39](=[O:41])[CH3:40])=[O:28])=[CH:23][CH:22]=2)=[O:20])=[O:10])=[N:6][CH:7]=1. (10) Given the reactants [C:1]([O:5][C:6]([N:8]1[CH2:13][CH2:12][CH:11]([O:14][C:15]2[CH:20]=[CH:19][C:18]([CH:21]=O)=[CH:17][CH:16]=2)[CH2:10][CH2:9]1)=[O:7])([CH3:4])([CH3:3])[CH3:2].[NH:23]1[CH2:28][CH2:27][NH:26][CH2:25][CH2:24]1.C(OC(N1CCN(CC2C=CC(OCCCN3CCCCC3)=CC=2)CC1)=O)(C)(C)C, predict the reaction product. The product is: [C:1]([O:5][C:6]([N:8]1[CH2:9][CH2:10][CH:11]([O:14][C:15]2[CH:16]=[CH:17][C:18]([CH2:21][N:23]3[CH2:28][CH2:27][NH:26][CH2:25][CH2:24]3)=[CH:19][CH:20]=2)[CH2:12][CH2:13]1)=[O:7])([CH3:3])([CH3:2])[CH3:4].